Dataset: Full USPTO retrosynthesis dataset with 1.9M reactions from patents (1976-2016). Task: Predict the reactants needed to synthesize the given product. (1) Given the product [Br:1][C:2]1[C:3]([CH3:14])=[N:4][N:5]([CH2:19][CH:15]2[CH2:18][CH2:17][CH2:16]2)[C:6]=1[C:7]1[CH:12]=[CH:11][C:10]([F:13])=[CH:9][CH:8]=1, predict the reactants needed to synthesize it. The reactants are: [Br:1][C:2]1[C:3]([CH3:14])=[N:4][NH:5][C:6]=1[C:7]1[CH:12]=[CH:11][C:10]([F:13])=[CH:9][CH:8]=1.[CH:15]1([CH2:19]O)[CH2:18][CH2:17][CH2:16]1.C1(P(C2C=CC=CC=2)C2C=CC=CC=2)C=CC=CC=1.N(C(OC(C)C)=O)=NC(OC(C)C)=O. (2) Given the product [CH3:14][O:15][CH2:16][CH:17]([NH:18][C:11]([C:10]1[CH:9]=[N:8][N:6]2[CH:7]=[C:2]([CH3:1])[CH:3]=[N:4][C:5]=12)=[O:13])[C:19]1[CH:20]=[CH:21][C:22]([O:25][C:26]([F:27])([F:29])[F:28])=[CH:23][CH:24]=1, predict the reactants needed to synthesize it. The reactants are: [CH3:1][C:2]1[CH:3]=[N:4][C:5]2[N:6]([N:8]=[CH:9][C:10]=2[C:11]([OH:13])=O)[CH:7]=1.[CH3:14][O:15][CH2:16][CH:17]([C:19]1[CH:24]=[CH:23][C:22]([O:25][C:26]([F:29])([F:28])[F:27])=[CH:21][CH:20]=1)[NH2:18].O.ON1C2C=CC=CC=2N=N1.Cl.CN(C)CCCN=C=NCC.